From a dataset of Blood-brain barrier penetration binary classification data from Martins et al.. Regression/Classification. Given a drug SMILES string, predict its absorption, distribution, metabolism, or excretion properties. Task type varies by dataset: regression for continuous measurements (e.g., permeability, clearance, half-life) or binary classification for categorical outcomes (e.g., BBB penetration, CYP inhibition). Dataset: bbb_martins. (1) The molecule is O=C(CCCl)NCCc1ccccc1. The result is 1 (penetrates BBB). (2) The compound is Cc1onc(-c2c(F)cccc2Cl)c1C(=O)N[C@@H]1C(=O)N2[C@@H](C(=O)O)C(C)(C)S[C@H]12. The result is 0 (does not penetrate BBB). (3) The compound is CO[C@@]1(NC(=O)C2SC(=C(C(N)=O)C(=O)O)S2)C(=O)N2C(C(=O)O)=C(CSc3nnnn3C)CS[C@@H]21. The result is 0 (does not penetrate BBB). (4) The compound is Nc1ccc(C(=O)O)c(O)c1. The result is 0 (does not penetrate BBB). (5) The compound is CCNC(=O)/C=C/c1cccc(Br)c1. The result is 1 (penetrates BBB). (6) The compound is CN1c2cc(F)ccc2C(c2ccccc2)=NCC1CNC(=O)c1ccoc1. The result is 1 (penetrates BBB). (7) The drug is CCC(=O)C1(c2cccc(O)c2)CCN(C)CC1. The result is 1 (penetrates BBB). (8) The drug is CO/N=C(\C(=O)NC1C(=O)N2C(C(=O)O)=C(/C=C\c3scnc3C)CS[C@H]12)c1csc(N)n1. The result is 0 (does not penetrate BBB).